This data is from Full USPTO retrosynthesis dataset with 1.9M reactions from patents (1976-2016). The task is: Predict the reactants needed to synthesize the given product. (1) Given the product [NH2:40][C:35](=[O:36])[CH2:34][C:11]1([NH:14][C:15]([C:17]2[CH:22]=[CH:21][C:20]([CH:23]3[CH2:25][CH2:24]3)=[C:19]([CH2:26][C:27]3[CH:28]=[CH:29][C:30]([F:33])=[CH:31][CH:32]=3)[N:18]=2)=[O:16])[CH2:12][CH2:13][N:8]([C:6]([O:5][C:1]([CH3:3])([CH3:4])[CH3:2])=[O:7])[CH2:9][CH2:10]1, predict the reactants needed to synthesize it. The reactants are: [C:1]([O:5][C:6]([N:8]1[CH2:13][CH2:12][C:11]([CH2:34][C:35](O)=[O:36])([NH:14][C:15]([C:17]2[CH:22]=[CH:21][C:20]([CH:23]3[CH2:25][CH2:24]3)=[C:19]([CH2:26][C:27]3[CH:32]=[CH:31][C:30]([F:33])=[CH:29][CH:28]=3)[N:18]=2)=[O:16])[CH2:10][CH2:9]1)=[O:7])([CH3:4])([CH3:3])[CH3:2].C1N=C[N:40](C(N2C=NC=C2)=O)C=1.N. (2) Given the product [NH2:12][C:10]1[CH:9]=[C:8]([NH:15][C:34]2[C:33]3[C:38](=[CH:39][C:30]([C:25]4[C:26]([O:28][CH3:29])=[N:27][C:22]([O:21][CH3:20])=[N:23][CH:24]=4)=[CH:31][CH:32]=3)[N:37]=[CH:36][C:35]=2[C:40]([NH2:42])=[O:41])[CH:7]=[C:6]([CH:1]2[CH2:5][CH2:4][CH2:3][CH2:2]2)[CH:11]=1, predict the reactants needed to synthesize it. The reactants are: [C:1]1([C:6]2[CH:11]=[C:10]([N+:12]([O-])=O)[CH:9]=[C:8]([N+:15]([O-])=O)[CH:7]=2)[CH2:5][CH2:4][CH2:3][CH:2]=1.[H][H].[CH3:20][O:21][C:22]1[N:27]=[C:26]([O:28][CH3:29])[C:25]([C:30]2[CH:39]=[C:38]3[C:33]([C:34](Cl)=[C:35]([C:40]([NH2:42])=[O:41])[CH:36]=[N:37]3)=[CH:32][CH:31]=2)=[CH:24][N:23]=1.